The task is: Predict which catalyst facilitates the given reaction.. This data is from Catalyst prediction with 721,799 reactions and 888 catalyst types from USPTO. (1) Reactant: CN(C)C=O.Cl[C:7]1[C:8]2[C:15]([Cl:16])=[CH:14][S:13][C:9]=2[N:10]=[CH:11][N:12]=1.Cl.[OH:18][C:19]1[CH:20]=[C:21]([CH:25]=[CH:26][CH:27]=1)[CH2:22][CH2:23][NH2:24].C(N(CC)CC)C. Product: [Cl:16][C:15]1[C:8]2[C:7]([NH:24][CH2:23][CH2:22][C:21]3[CH:20]=[C:19]([OH:18])[CH:27]=[CH:26][CH:25]=3)=[N:12][CH:11]=[N:10][C:9]=2[S:13][CH:14]=1. The catalyst class is: 84. (2) The catalyst class is: 3. Reactant: [C:1]([O:5][C:6]([N:8]1[CH2:13][CH2:12][N:11]([C:14]2[CH:19]=[CH:18][C:17]([C:20]3[O:24][CH:23]=[N:22][C:21]=3[C:25]([OH:27])=O)=[CH:16][CH:15]=2)[CH2:10][C:9]1([CH3:29])[CH3:28])=[O:7])([CH3:4])([CH3:3])[CH3:2].[CH3:30][O:31][C:32]1[CH:39]=[C:38]([O:40][CH3:41])[CH:37]=[CH:36][C:33]=1[CH2:34][NH2:35].CN(C(ON1N=NC2C=CC=NC1=2)=[N+](C)C)C.F[P-](F)(F)(F)(F)F. Product: [C:1]([O:5][C:6]([N:8]1[CH2:13][CH2:12][N:11]([C:14]2[CH:15]=[CH:16][C:17]([C:20]3[O:24][CH:23]=[N:22][C:21]=3[C:25](=[O:27])[NH:35][CH2:34][C:33]3[CH:36]=[CH:37][C:38]([O:40][CH3:41])=[CH:39][C:32]=3[O:31][CH3:30])=[CH:18][CH:19]=2)[CH2:10][C:9]1([CH3:29])[CH3:28])=[O:7])([CH3:4])([CH3:3])[CH3:2]. (3) Reactant: [O:1]=[C:2]1[NH:6][C:5]2[S:7][C:8]([C:10]([NH2:12])=[O:11])=[CH:9][C:4]=2[CH2:3]1.N1C=CC=C1[CH:18]=[O:19].[NH:20]1[CH2:25][CH2:24][CH2:23][CH2:22][CH2:21]1. Product: [CH3:18][O:19][C:23]1[CH:22]=[CH:21][NH:20][C:25]=1/[CH:24]=[C:3]1/[C:4]2[CH:9]=[C:8]([C:10]([NH2:12])=[O:11])[S:7][C:5]=2[NH:6][C:2]/1=[O:1]. The catalyst class is: 41. (4) Reactant: [CH3:1][C:2]([CH3:24])([CH3:23])[CH2:3][N:4]1[C:8]2[CH:9]=[CH:10][C:11]([C:14]3[CH:19]=[CH:18][CH:17]=[C:16]([OH:20])[CH:15]=3)=[C:12]([F:13])[C:7]=2[N:6]([CH3:21])[C:5]1=[O:22].C(=O)([O-])[O-].[K+].[K+].Cl[C:32]1[CH:37]=[CH:36][N:35]=[CH:34][C:33]=1[C:38]#[N:39]. Product: [CH3:1][C:2]([CH3:24])([CH3:23])[CH2:3][N:4]1[C:8]2[CH:9]=[CH:10][C:11]([C:14]3[CH:15]=[C:16]([CH:17]=[CH:18][CH:19]=3)[O:20][C:32]3[C:33]([C:38]#[N:39])=[CH:34][N:35]=[CH:36][CH:37]=3)=[C:12]([F:13])[C:7]=2[N:6]([CH3:21])[C:5]1=[O:22]. The catalyst class is: 16. (5) Reactant: [CH2:1]([NH:4][C:5]1[CH:6]=[C:7]([C:11]2[CH:16]=[CH:15][C:14]([C:17]([F:20])([F:19])[F:18])=[CH:13][CH:12]=2)[CH:8]=[CH:9][CH:10]=1)[CH2:2][CH3:3].Br[CH2:22][C:23]1[CH:35]=[CH:34][C:26]([O:27][CH2:28][C:29]([O:31][CH2:32][CH3:33])=[O:30])=[C:25]([CH3:36])[CH:24]=1.C(N(CC)C(C)C)(C)C. Product: [CH3:36][C:25]1[CH:24]=[C:23]([CH2:22][N:4]([CH2:1][CH2:2][CH3:3])[C:5]2[CH:6]=[C:7]([C:11]3[CH:16]=[CH:15][C:14]([C:17]([F:18])([F:19])[F:20])=[CH:13][CH:12]=3)[CH:8]=[CH:9][CH:10]=2)[CH:35]=[CH:34][C:26]=1[O:27][CH2:28][C:29]([O:31][CH2:32][CH3:33])=[O:30]. The catalyst class is: 23. (6) Reactant: [N+:1]([C:4]1[CH:10]=[CH:9][C:7]([NH2:8])=[CH:6][CH:5]=1)([O-:3])=[O:2].C(N(CC)CC)C.[Cl:18][CH2:19][C:20](Cl)=[O:21]. Product: [Cl:18][CH2:19][C:20]([NH:8][C:7]1[CH:9]=[CH:10][C:4]([N+:1]([O-:3])=[O:2])=[CH:5][CH:6]=1)=[O:21]. The catalyst class is: 10. (7) Reactant: [Cl:1][C:2]1[N:7]=[CH:6][C:5]([S:8](Cl)(=[O:10])=[O:9])=[CH:4][CH:3]=1.[NH:12]1[CH2:16][CH2:15][CH2:14][CH2:13]1. Product: [Cl:1][C:2]1[CH:3]=[CH:4][C:5]([S:8]([N:12]2[CH2:16][CH2:15][CH2:14][CH2:13]2)(=[O:10])=[O:9])=[CH:6][N:7]=1. The catalyst class is: 2.